Dataset: NCI-60 drug combinations with 297,098 pairs across 59 cell lines. Task: Regression. Given two drug SMILES strings and cell line genomic features, predict the synergy score measuring deviation from expected non-interaction effect. (1) Drug 1: CNC(=O)C1=CC=CC=C1SC2=CC3=C(C=C2)C(=NN3)C=CC4=CC=CC=N4. Drug 2: CCCS(=O)(=O)NC1=C(C(=C(C=C1)F)C(=O)C2=CNC3=C2C=C(C=N3)C4=CC=C(C=C4)Cl)F. Cell line: HCT116. Synergy scores: CSS=6.59, Synergy_ZIP=-2.18, Synergy_Bliss=-2.47, Synergy_Loewe=-6.09, Synergy_HSA=-3.28. (2) Drug 1: CC(CN1CC(=O)NC(=O)C1)N2CC(=O)NC(=O)C2. Drug 2: CC12CCC3C(C1CCC2O)C(CC4=C3C=CC(=C4)O)CCCCCCCCCS(=O)CCCC(C(F)(F)F)(F)F. Cell line: RXF 393. Synergy scores: CSS=15.3, Synergy_ZIP=-4.83, Synergy_Bliss=-2.40, Synergy_Loewe=-0.0556, Synergy_HSA=0.0841. (3) Drug 1: CCC1=C2CN3C(=CC4=C(C3=O)COC(=O)C4(CC)O)C2=NC5=C1C=C(C=C5)O. Drug 2: CN(CCCl)CCCl.Cl. Cell line: IGROV1. Synergy scores: CSS=19.6, Synergy_ZIP=-10.6, Synergy_Bliss=-1.50, Synergy_Loewe=-0.834, Synergy_HSA=2.25. (4) Drug 1: C1=CC(=CC=C1CCCC(=O)O)N(CCCl)CCCl. Drug 2: CC1=C(C(=CC=C1)Cl)NC(=O)C2=CN=C(S2)NC3=CC(=NC(=N3)C)N4CCN(CC4)CCO. Cell line: BT-549. Synergy scores: CSS=34.0, Synergy_ZIP=-1.99, Synergy_Bliss=7.86, Synergy_Loewe=6.40, Synergy_HSA=7.80. (5) Drug 1: CN(C)N=NC1=C(NC=N1)C(=O)N. Drug 2: C(CC(=O)O)C(=O)CN.Cl. Cell line: SNB-75. Synergy scores: CSS=1.18, Synergy_ZIP=-1.60, Synergy_Bliss=-2.29, Synergy_Loewe=-4.82, Synergy_HSA=-3.98.